This data is from Forward reaction prediction with 1.9M reactions from USPTO patents (1976-2016). The task is: Predict the product of the given reaction. (1) Given the reactants [CH3:1][N:2]1[C:7](=[O:8])[C:6]([NH:9][CH2:10][C:11]2[S:12][C:13]([CH3:16])=[N:14]N=2)=[CH:5][C:4]([O:17][CH2:18][C@H:19]2[CH2:21][C@@H:20]2[C:22]2[CH:27]=[CH:26]C(C)=C[N:23]=2)=[N:3]1.C[C:30]1SC(CN)=C[N:34]=1.[CH:37]1C=CC(P(C2C(C3C(P(C4C=CC=CC=4)C4C=CC=CC=4)=CC=C4C=3C=CC=C4)=C3C(C=CC=C3)=CC=2)C2C=CC=CC=2)=CC=1.CC([O-])(C)C.[Na+], predict the reaction product. The product is: [CH3:1][N:2]1[C:7](=[O:8])[C:6]([NH:9][CH2:10][C:11]2[S:12][C:13]([CH3:16])=[N:14][CH:37]=2)=[CH:5][C:4]([O:17][CH2:18][C@H:19]2[CH2:21][C@@H:20]2[C:22]2[CH:27]=[CH:26][N:34]([CH3:30])[N:23]=2)=[N:3]1. (2) Given the reactants C(NC(C)C)(C)C.[Li]CCCC.[C:13]([O:16][C:17]([CH3:20])([CH3:19])[CH3:18])(=[O:15])[CH3:14].[CH3:21][O:22][C:23]1[CH:24]=[C:25]([OH:33])[C:26](=[CH:31][CH:32]=1)[C:27](OC)=[O:28], predict the reaction product. The product is: [OH:33][C:25]1[CH:24]=[C:23]([O:22][CH3:21])[CH:32]=[CH:31][C:26]=1[C:27](=[O:28])[CH2:14][C:13]([O:16][C:17]([CH3:20])([CH3:19])[CH3:18])=[O:15]. (3) The product is: [C:1]1([C:13]2[CH:18]=[CH:17][CH:16]=[CH:15][CH:14]=2)[CH:2]=[CH:3][C:4]([O:7][CH:8]([CH3:12])[C:9]([NH:19][C@H:20]([C:22]([NH:24][CH:25]2[N:31]=[C:30]([C:32]3[CH:37]=[CH:36][CH:35]=[CH:34][CH:33]=3)[C:29]3[CH:38]=[CH:39][CH:40]=[CH:41][C:28]=3[N:27]([CH3:42])[C:26]2=[O:43])=[O:23])[CH3:21])=[O:11])=[CH:5][CH:6]=1. Given the reactants [C:1]1([C:13]2[CH:18]=[CH:17][CH:16]=[CH:15][CH:14]=2)[CH:6]=[CH:5][C:4]([O:7][CH:8]([CH3:12])[C:9]([OH:11])=O)=[CH:3][CH:2]=1.[NH2:19][C@H:20]([C:22]([NH:24][CH:25]1[N:31]=[C:30]([C:32]2[CH:37]=[CH:36][CH:35]=[CH:34][CH:33]=2)[C:29]2[CH:38]=[CH:39][CH:40]=[CH:41][C:28]=2[N:27]([CH3:42])[C:26]1=[O:43])=[O:23])[CH3:21], predict the reaction product. (4) Given the reactants O1CCOCC1.C([Si]([O:14][C:15]1[CH:20]=[CH:19][C:18](B2OC(C)(C)C(C)(C)O2)=[C:17]([O:30][CH3:31])[CH:16]=1)(C)C)(C)(C)C.Cl[C:33]1[N:38]=[N:37][C:36]([N:39]([CH3:50])[CH:40]2[CH2:45][C:44]([CH3:47])([CH3:46])[NH:43][C:42]([CH3:49])([CH3:48])[CH2:41]2)=[CH:35][CH:34]=1.C(=O)(O)[O-].[Na+], predict the reaction product. The product is: [CH3:31][O:30][C:17]1[CH:16]=[C:15]([OH:14])[CH:20]=[CH:19][C:18]=1[C:33]1[N:38]=[N:37][C:36]([N:39]([CH3:50])[CH:40]2[CH2:45][C:44]([CH3:46])([CH3:47])[NH:43][C:42]([CH3:49])([CH3:48])[CH2:41]2)=[CH:35][CH:34]=1.